From a dataset of Catalyst prediction with 721,799 reactions and 888 catalyst types from USPTO. Predict which catalyst facilitates the given reaction. (1) Reactant: BrCC([O:5][CH2:6][CH3:7])=O.[CH3:8][C:9]1[CH:14]=[CH:13][C:12]([NH:15][C:16]([NH2:18])=[S:17])=[CH:11][CH:10]=1.C([O-])(=O)C.[Na+]. Product: [C:9]1([CH3:8])[CH:14]=[CH:13][C:12]([N:15]=[C:16]2[NH:18][C:6](=[O:5])[CH2:7][S:17]2)=[CH:11][CH:10]=1. The catalyst class is: 8. (2) Reactant: C[Si]([N-][Si](C)(C)C)(C)C.[Li+].F[C:12]1[CH:17]=[C:16]([O:18][CH3:19])[CH:15]=[CH:14][C:13]=1[C:20]1[N:29]=[CH:28][C:27]2[C:22](=[CH:23][C:24]([O:32][CH3:33])=[CH:25][C:26]=2[O:30][CH3:31])[N:21]=1.[CH:34]([N:37]1[CH2:41][CH2:40][CH2:39][CH:38]1[CH2:42][NH2:43])([CH3:36])[CH3:35].C1C[O:47]CC1. Product: [CH:34]([N:37]1[CH2:41][CH2:40][CH2:39][CH:38]1[CH2:42][NH:43][C:12]1[CH:17]=[C:16]([O:18][CH3:19])[CH:15]=[CH:14][C:13]=1[C:20]1[NH:29][C:28](=[O:47])[C:27]2[C:22](=[CH:23][C:24]([O:32][CH3:33])=[CH:25][C:26]=2[O:30][CH3:31])[N:21]=1)([CH3:36])[CH3:35]. The catalyst class is: 625. (3) Reactant: [N:1]1[CH:6]=[CH:5][C:4](/[CH:7]=[CH:8]/[C:9](=[O:18])/[CH:10]=[CH:11]/[C:12]2[CH:17]=[CH:16][N:15]=[CH:14][CH:13]=2)=[CH:3][CH:2]=1.[CH3:19][NH2:20]. Product: [CH3:19][N:20]1[CH:7]([C:4]2[CH:5]=[CH:6][N:1]=[CH:2][CH:3]=2)[CH2:8][C:9](=[O:18])[CH2:10][CH:11]1[C:12]1[CH:13]=[CH:14][N:15]=[CH:16][CH:17]=1. The catalyst class is: 3. (4) Reactant: [Br:1][C:2]1[C:3]([O:9][CH3:10])=[N:4][C:5](Cl)=[N:6][CH:7]=1.[NH2:11][CH2:12][CH2:13][OH:14]. Product: [Br:1][C:2]1[C:3]([O:9][CH3:10])=[N:4][C:5]([NH:11][CH2:12][CH2:13][OH:14])=[N:6][CH:7]=1. The catalyst class is: 1. (5) Reactant: [CH2:1]([CH2:3][NH2:4])[OH:2].Cl[C:6]1[CH:7]=[CH:8][C:9]2[N:10]([C:12]([CH2:15][C:16]3[CH:17]=[CH:18][C:19]4[N:20]([CH:22]=[CH:23][N:24]=4)[CH:21]=3)=[CH:13][N:14]=2)[N:11]=1.[F-].[K+]. Product: [N:24]1[CH:23]=[CH:22][N:20]2[CH:21]=[C:16]([CH2:15][C:12]3[N:10]4[N:11]=[C:6]([NH:4][CH2:3][CH2:1][OH:2])[CH:7]=[CH:8][C:9]4=[N:14][CH:13]=3)[CH:17]=[CH:18][C:19]=12. The catalyst class is: 296. (6) The catalyst class is: 41. Product: [Br:10][C:11]1[CH:12]=[C:13]([CH:14]2[NH:1][C:2]3[CH:7]=[CH:6][CH:5]=[CH:4][C:3]=3[CH2:8][O:9]2)[CH:16]=[CH:17][CH:18]=1. Reactant: [NH2:1][C:2]1[CH:7]=[CH:6][CH:5]=[CH:4][C:3]=1[CH2:8][OH:9].[Br:10][C:11]1[CH:12]=[C:13]([CH:16]=[CH:17][CH:18]=1)[CH:14]=O. (7) Reactant: [F:1][C:2]1[CH:7]=[CH:6][C:5]([S:8]([CH2:11][CH2:12][C:13]([OH:15])=O)(=O)=O)=[CH:4][CH:3]=1.C(Cl)(=O)C(Cl)=O. Product: [F:1][C:2]1[CH:3]=[CH:4][C:5]2[S:8][CH2:11][CH2:12][C:13](=[O:15])[C:6]=2[CH:7]=1. The catalyst class is: 120. (8) Reactant: [F:1][C:2]([F:12])([F:11])[O:3][C:4]1[CH:9]=[CH:8][C:7](Br)=[CH:6][CH:5]=1.[C:13]1([OH:19])[CH:18]=[CH:17][CH:16]=[CH:15][CH:14]=1.C(=O)([O-])[O-].[K+].[K+]. Product: [F:1][C:2]([F:12])([F:11])[O:3][C:4]1[CH:9]=[CH:8][C:7]([O:19][C:13]2[CH:18]=[CH:17][CH:16]=[CH:15][CH:14]=2)=[CH:6][CH:5]=1. The catalyst class is: 3. (9) Reactant: [CH3:1][O:2][C:3]1[CH:4]=[C:5]([C:9]2([NH2:21])[CH2:14][CH2:13][N:12]([C:15]3[N:20]=[CH:19][CH:18]=[CH:17][N:16]=3)[CH2:11][CH2:10]2)[CH:6]=[CH:7][CH:8]=1.[C:22]([O:26][C:27]([N-:29][S:30](N1C=CC(=[N+](C)C)C=C1)(=[O:32])=[O:31])=[O:28])([CH3:25])([CH3:24])[CH3:23].[Cl-].[NH4+]. Product: [CH3:1][O:2][C:3]1[CH:4]=[C:5]([C:9]2([NH:21][S:30]([NH:29][C:27](=[O:28])[O:26][C:22]([CH3:24])([CH3:23])[CH3:25])(=[O:31])=[O:32])[CH2:14][CH2:13][N:12]([C:15]3[N:16]=[CH:17][CH:18]=[CH:19][N:20]=3)[CH2:11][CH2:10]2)[CH:6]=[CH:7][CH:8]=1. The catalyst class is: 4. (10) Reactant: [CH:1]([C:3]1[S:4][C:5]2[CH2:6][N:7]([C:12]([O:14][C:15]([CH3:18])([CH3:17])[CH3:16])=[O:13])[CH2:8][CH2:9][C:10]=2[N:11]=1)=O.[O:19]1[C:23]([C:24]2[CH:29]=[CH:28][C:27]([NH:30][NH2:31])=[CH:26][CH:25]=2)=[CH:22][N:21]=[CH:20]1. Product: [O:19]1[C:23]([C:24]2[CH:25]=[CH:26][C:27]([NH:30][N:31]=[CH:1][C:3]3[S:4][C:5]4[CH2:6][N:7]([C:12]([O:14][C:15]([CH3:18])([CH3:17])[CH3:16])=[O:13])[CH2:8][CH2:9][C:10]=4[N:11]=3)=[CH:28][CH:29]=2)=[CH:22][N:21]=[CH:20]1. The catalyst class is: 8.